Dataset: Forward reaction prediction with 1.9M reactions from USPTO patents (1976-2016). Task: Predict the product of the given reaction. (1) Given the reactants [Br:1][C:2]1[C:3]([Cl:10])=[N:4][CH:5]=[C:6]([CH2:8]Br)[CH:7]=1.[NH:11]1[CH:15]=[CH:14][N:13]=[CH:12]1.C([O-])([O-])=O.[K+].[K+], predict the reaction product. The product is: [Br:1][C:2]1[C:3]([Cl:10])=[N:4][CH:5]=[C:6]([CH2:8][N:11]2[CH:15]=[CH:14][N:13]=[CH:12]2)[CH:7]=1. (2) Given the reactants [C:1]([N:5]1[C:10](=[O:11])[C:9]([CH2:12]OS(C2C=CC(C)=CC=2)(=O)=O)=[C:8]([S:24][CH2:25][C:26]2[CH:31]=[CH:30][C:29]([C:32]([CH3:35])([CH3:34])[CH3:33])=[CH:28][CH:27]=2)[CH:7]=[N:6]1)([CH3:4])([CH3:3])[CH3:2].[F-:36].C([N+](CCCC)(CCCC)CCCC)CCC.ClCCl, predict the reaction product. The product is: [C:1]([N:5]1[C:10](=[O:11])[C:9]([CH2:12][F:36])=[C:8]([S:24][CH2:25][C:26]2[CH:31]=[CH:30][C:29]([C:32]([CH3:35])([CH3:34])[CH3:33])=[CH:28][CH:27]=2)[CH:7]=[N:6]1)([CH3:4])([CH3:3])[CH3:2]. (3) Given the reactants Cl[C:2]1[C:3]2[C:10]([CH3:11])=[C:9]([CH3:12])[O:8][C:4]=2[N:5]=[CH:6][N:7]=1.[SH:13][CH2:14][C:15]([O:17][CH3:18])=[O:16], predict the reaction product. The product is: [CH3:11][C:10]1[C:3]2[C:2]([S:13][CH2:14][C:15]([O:17][CH3:18])=[O:16])=[N:7][CH:6]=[N:5][C:4]=2[O:8][C:9]=1[CH3:12]. (4) The product is: [CH2:1]([C:3]1[CH:8]=[C:7]([N+:10]([O-:12])=[O:11])[CH:6]=[CH:5][N+:4]=1[O-:9])[CH3:2]. Given the reactants [CH2:1]([C:3]1[CH:8]=[CH:7][CH:6]=[CH:5][N+:4]=1[O-:9])[CH3:2].[N+:10]([O-])([OH:12])=[O:11].[OH-].[Na+], predict the reaction product. (5) Given the reactants [Cl:1][C:2]1[C:14]2[C:13]3[C:8](=[CH:9][CH:10]=[CH:11][CH:12]=3)[C@@:7]([C:16]([F:19])([F:18])[F:17])([OH:15])[C:6]=2[CH:5]=[C:4]([OH:20])[CH:3]=1.Br[CH2:22][C:23]([O:25][CH2:26][CH3:27])=[O:24].C(=O)([O-])[O-].[K+].[K+].O, predict the reaction product. The product is: [C:23]([O:25][CH2:26][CH2:27][O:20][C:4]1[CH:3]=[C:2]([Cl:1])[C:14]2[C:13]3[C:8](=[CH:9][CH:10]=[CH:11][CH:12]=3)[C@:7]([OH:15])([C:16]([F:18])([F:19])[F:17])[C:6]=2[CH:5]=1)(=[O:24])[CH3:22].